This data is from Choline transporter screen with 302,306 compounds. The task is: Binary Classification. Given a drug SMILES string, predict its activity (active/inactive) in a high-throughput screening assay against a specified biological target. (1) The drug is Clc1ccc(N2C=c3n([nH]c(=S)n3c3ccccc3)CC2=O)cc1. The result is 0 (inactive). (2) The compound is Clc1c(c2n(OCc3cc(Cl)ccc3)c3c(n2)nccc3)ccc(Cl)c1. The result is 0 (inactive). (3) The molecule is S(=O)(=O)(N1CCN(CC1)c1ncnc2n(ncc12)c1ccccc1)c1ccc(F)cc1. The result is 0 (inactive). (4) The compound is Brc1ccc(Cn2c3c(scc3)c(=O)n(c2=O)C)cc1. The result is 0 (inactive). (5) The drug is o1[nH]\c(nc1c1ccccc1)=C1/C=c2c(=NC1=O)ccc(OC)c2. The result is 0 (inactive). (6) The molecule is Clc1ccc(CSCC(=O)N\N=C2\CCCCCC2)cc1. The result is 0 (inactive). (7) The drug is o1c2c(N3CCN(CC3)C(=O)c3occc3)ncnc2c2c1cccc2. The result is 0 (inactive).